From a dataset of Full USPTO retrosynthesis dataset with 1.9M reactions from patents (1976-2016). Predict the reactants needed to synthesize the given product. Given the product [CH3:18][O:17][C:3]1[CH:4]=[C:5]([B:8]2[O:9][C:10]([CH3:12])([CH3:11])[C:13]([CH3:14])([CH3:15])[O:16]2)[CH:6]=[CH:7][C:2]=1[NH:1][C:29]([C:28]1[N:24]([CH3:23])[C:25]2[S:35][CH:34]=[CH:33][C:26]=2[CH:27]=1)=[O:30], predict the reactants needed to synthesize it. The reactants are: [NH2:1][C:2]1[CH:7]=[CH:6][C:5]([B:8]2[O:16][C:13]([CH3:15])([CH3:14])[C:10]([CH3:12])([CH3:11])[O:9]2)=[CH:4][C:3]=1[O:17][CH3:18].C([Mg]Cl)C.[CH3:23][N:24]1[C:28]([C:29](OC)=[O:30])=[CH:27][C:26]2[CH:33]=[CH:34][S:35][C:25]1=2.